Dataset: Catalyst prediction with 721,799 reactions and 888 catalyst types from USPTO. Task: Predict which catalyst facilitates the given reaction. (1) Reactant: [H-].[Na+].[C:3]([SiH2:7][O:8][C:9]([CH3:19])([CH3:18])[C:10]1[CH:15]=[CH:14][N:13]=[C:12]([NH2:16])[C:11]=1[CH3:17])([CH3:6])([CH3:5])[CH3:4].Cl[C:21]1[S:22][C:23]([C:26]#[N:27])=[CH:24][N:25]=1.Cl. Product: [C:3]([SiH2:7][O:8][C:9]([CH3:19])([CH3:18])[C:10]1[CH:15]=[CH:14][N:13]=[C:12]([NH:16][C:21]2[S:22][C:23]([C:26]#[N:27])=[CH:24][N:25]=2)[C:11]=1[CH3:17])([CH3:6])([CH3:5])[CH3:4]. The catalyst class is: 90. (2) The catalyst class is: 280. Reactant: [CH3:1][C:2]1[CH2:6][CH2:5][CH2:4][CH:3]=1.ClS([N:11]=[C:12]=[O:13])(=O)=O.S([O-])([O-])=O.[Na+].[Na+].[OH-].[K+]. Product: [CH3:1][C:2]12[NH:11][C:12](=[O:13])[CH:6]1[CH2:5][CH2:4][CH2:3]2. (3) Reactant: [Br:1][C:2]1[C:3]([N:20]2[CH2:25][CH2:24][N:23](C(NC3C=CC=CC=3)=O)[CH2:22][CH2:21]2)=[C:4]2[N:10]=[C:9]([C:11]3[CH:16]=[CH:15][C:14]([N:17]([CH3:19])[CH3:18])=[CH:13][CH:12]=3)[NH:8][C:5]2=[N:6][CH:7]=1.BrC1C(N2CCN([CH:52]([C:54]3[CH:59]=[CH:58][CH:57]=[CH:56][N:55]=3)[CH3:53])CC2)=C([N+]([O-])=O)C(N)=NC=1.[O-]S(S([O-])=O)=O.[Na+].[Na+].CN(C1C=CC(C=O)=CC=1)C. Product: [Br:1][C:2]1[C:3]([N:20]2[CH2:21][CH2:22][N:23]([CH:52]([C:54]3[CH:59]=[CH:58][CH:57]=[CH:56][N:55]=3)[CH3:53])[CH2:24][CH2:25]2)=[C:4]2[N:10]=[C:9]([C:11]3[CH:12]=[CH:13][C:14]([N:17]([CH3:18])[CH3:19])=[CH:15][CH:16]=3)[NH:8][C:5]2=[N:6][CH:7]=1. The catalyst class is: 3. (4) Product: [CH3:5][C:6]1[N:7]=[CH:8][S:9][C:10]=1[C:11]1[NH:13][C:26]([CH3:28])=[C:25]([C:24]([O:30][CH3:31])=[O:29])[CH:17]([C:16]2[CH:19]=[CH:20][C:21]([F:23])=[CH:22][C:15]=2[Cl:14])[N:12]=1. Reactant: C(O)(=O)C.[CH3:5][C:6]1[N:7]=[CH:8][S:9][C:10]=1[C:11]([NH2:13])=[NH:12].[Cl:14][C:15]1[CH:22]=[C:21]([F:23])[CH:20]=[CH:19][C:16]=1[CH:17]=O.[C:24]([O:30][CH3:31])(=[O:29])[CH2:25][C:26]([CH3:28])=O.C([O-])(=O)C.[Na+]. The catalyst class is: 8. (5) Reactant: [C:1]([C:5]1[CH:11]=[CH:10][C:8]([NH2:9])=[CH:7][CH:6]=1)([CH3:4])([CH3:3])[CH3:2].[S-:12][C:13]#[N:14].[Na+].BrBr.O.N. Product: [NH2:14][C:13]1[S:12][C:10]2[CH:11]=[C:5]([C:1]([CH3:4])([CH3:2])[CH3:3])[CH:6]=[CH:7][C:8]=2[N:9]=1. The catalyst class is: 15. (6) Reactant: C([N:8]1[CH2:12][CH2:11][CH2:10][C:9]1=[C:13]([C:18]1[CH:23]=[CH:22][CH:21]=[CH:20][CH:19]=1)[C:14]([O:16][CH3:17])=[O:15])C1C=CC=CC=1.[H][H]. Product: [C:18]1([CH:13]([CH:9]2[CH2:10][CH2:11][CH2:12][NH:8]2)[C:14]([O:16][CH3:17])=[O:15])[CH:19]=[CH:20][CH:21]=[CH:22][CH:23]=1. The catalyst class is: 293.